This data is from Forward reaction prediction with 1.9M reactions from USPTO patents (1976-2016). The task is: Predict the product of the given reaction. (1) Given the reactants [CH:1]1[C:13]2[CH:12]([CH2:14][O:15][C:16](=[O:36])[NH:17][C:18]3[CH:23]=[CH:22][C:21]([NH:24]C(=O)C)=[C:20]([O:28][CH2:29][C:30]4[CH:35]=[CH:34][CH:33]=[CH:32][CH:31]=4)[CH:19]=3)[C:11]3[C:6](=[CH:7][CH:8]=[CH:9][CH:10]=3)[C:5]=2[CH:4]=[CH:3][CH:2]=1.Cl, predict the reaction product. The product is: [CH:1]1[C:13]2[CH:12]([CH2:14][O:15][C:16](=[O:36])[NH:17][C:18]3[CH:23]=[CH:22][C:21]([NH2:24])=[C:20]([O:28][CH2:29][C:30]4[CH:31]=[CH:32][CH:33]=[CH:34][CH:35]=4)[CH:19]=3)[C:11]3[C:6](=[CH:7][CH:8]=[CH:9][CH:10]=3)[C:5]=2[CH:4]=[CH:3][CH:2]=1. (2) The product is: [F:8][C:6]1[CH:5]=[CH:4][C:3]([C:9]2[C:10]3[C:19]([C:20]#[N:21])=[CH:18][N:17]([CH2:22][O:23][CH2:24][CH2:25][Si:26]([CH3:28])([CH3:29])[CH3:27])[C:11]=3[N:12]=[C:13]([N:34]3[CH2:35][CH2:36][N:31]([CH3:30])[CH2:32][CH2:33]3)[N:14]=2)=[C:2]([CH3:1])[CH:7]=1. Given the reactants [CH3:1][C:2]1[CH:7]=[C:6]([F:8])[CH:5]=[CH:4][C:3]=1[C:9]1[C:10]2[C:19]([C:20]#[N:21])=[CH:18][N:17]([CH2:22][O:23][CH2:24][CH2:25][Si:26]([CH3:29])([CH3:28])[CH3:27])[C:11]=2[N:12]=[C:13](SC)[N:14]=1.[CH3:30][N:31]1[CH2:36][CH2:35][NH:34][CH2:33][CH2:32]1, predict the reaction product. (3) Given the reactants [Si]([O:8][C@@H:9]1[C@H:13]([CH2:14][OH:15])[CH2:12][C@@H:11]([N:16]2[C:20]3[N:21]=[CH:22][N:23]=[C:24]([C:25]4[N:26]([C:36]([O:38][C:39]([CH3:42])([CH3:41])[CH3:40])=[O:37])[C:27]5[C:32]([CH:33]=4)=[CH:31][C:30]([O:34][CH3:35])=[CH:29][CH:28]=5)[C:19]=3[CH:18]=[CH:17]2)[CH2:10]1)(C(C)(C)C)(C)C.CN(C=O)C.Cl[S:49]([NH2:52])(=[O:51])=[O:50].Cl.C(=O)([O-])[O-].[Na+].[Na+], predict the reaction product. The product is: [OH:8][C@@H:9]1[C@H:13]([CH2:14][O:15][S:49](=[O:51])(=[O:50])[NH2:52])[CH2:12][C@@H:11]([N:16]2[C:20]3[N:21]=[CH:22][N:23]=[C:24]([C:25]4[N:26]([C:36]([O:38][C:39]([CH3:42])([CH3:41])[CH3:40])=[O:37])[C:27]5[C:32]([CH:33]=4)=[CH:31][C:30]([O:34][CH3:35])=[CH:29][CH:28]=5)[C:19]=3[CH:18]=[CH:17]2)[CH2:10]1.